This data is from Catalyst prediction with 721,799 reactions and 888 catalyst types from USPTO. The task is: Predict which catalyst facilitates the given reaction. (1) The catalyst class is: 6. Product: [OH:17][C:18]1[CH:19]=[C:20]2[C:25](=[CH:26][CH:27]=1)[CH:24]([C:28]([O:30][CH2:31][CH3:32])=[O:29])[N:23]([C:9]([O:11][C:12]([CH3:13])([CH3:14])[CH3:15])=[O:10])[CH2:22][CH2:21]2. Reactant: [CH3:13][C:12]([O:11][C:9](O[C:9]([O:11][C:12]([CH3:15])([CH3:14])[CH3:13])=[O:10])=[O:10])([CH3:15])[CH3:14].Cl.[OH:17][C:18]1[CH:19]=[C:20]2[C:25](=[CH:26][CH:27]=1)[CH:24]([C:28]([O:30][CH2:31][CH3:32])=[O:29])[NH:23][CH2:22][CH2:21]2.C1COCC1. (2) Reactant: [CH3:1][C:2]1[O:3][C:4]2[C:9]([C:10](=[O:12])[CH:11]=1)=[CH:8][CH:7]=[CH:6][C:5]=2[CH:13]=[C:14]([C:19](=O)[CH3:20])[C:15]([O:17][CH3:18])=[O:16].[NH2:22][C:23](=[CH:25][C:26](=[O:31])[CH2:27][CH:28]([CH3:30])[CH3:29])[CH3:24]. Product: [CH3:20][C:19]1[NH:22][C:23]([CH3:24])=[C:25]([C:26](=[O:31])[CH2:27][CH:28]([CH3:30])[CH3:29])[CH:13]([C:5]2[CH:6]=[CH:7][CH:8]=[C:9]3[C:4]=2[O:3][C:2]([CH3:1])=[CH:11][C:10]3=[O:12])[C:14]=1[C:15]([O:17][CH3:18])=[O:16]. The catalyst class is: 8. (3) Product: [Br:1][C:2]1[CH:7]=[CH:6][C:5]([C:8]2[NH:13][C:12](=[O:14])[C:11]3=[C:15]([CH3:16])[N:17]=[C:18]([CH3:19])[N:10]3[N:9]=2)=[CH:4][CH:3]=1. Reactant: [Br:1][C:2]1[CH:7]=[CH:6][C:5]([C:8]2[NH:13][C:12](=[O:14])[C:11]([CH:15]([NH:17][C:18](=O)[CH3:19])[CH3:16])=[N:10][N:9]=2)=[CH:4][CH:3]=1.P(Cl)(Cl)(Cl)=O. The catalyst class is: 26. (4) Reactant: [Br:1][C:2]1[CH:3]=[CH:4][C:5]([F:10])=[C:6]([CH:9]=1)[CH:7]=O.C1(P(=[CH:30][C:31]([O:33][CH3:34])=[O:32])(C2C=CC=CC=2)C2C=CC=CC=2)C=CC=CC=1. Product: [CH3:34][O:33][C:31](=[O:32])[CH:30]=[CH:7][C:6]1[CH:9]=[C:2]([Br:1])[CH:3]=[CH:4][C:5]=1[F:10]. The catalyst class is: 10. (5) Reactant: Cl.[CH3:2][O:3][C:4]1[CH:5]=[C:6]2[C:11](=[CH:12][C:13]=1[O:14][CH3:15])[CH:10]([C:16]1[CH:21]=[CH:20][CH:19]=[CH:18][CH:17]=1)[NH:9][CH2:8][CH2:7]2.[F:22][C:23]1([CH:43]=[CH:42][CH:41]=[CH:40][CH2:39]1)[CH2:24][N:25]([CH:30]1[CH2:38][C:37]2[C:32](=[CH:33][CH:34]=[CH:35][CH:36]=2)[CH2:31]1)[C:26](=[O:29])[CH2:27]Br.C(=O)([O-])[O-].[K+].[K+]. Product: [F:22][C:23]1([CH:39]=[CH:40][CH:41]=[CH:42][CH2:43]1)[CH2:24][N:25]([CH:30]1[CH2:38][C:37]2[C:32](=[CH:33][CH:34]=[CH:35][CH:36]=2)[CH2:31]1)[C:26](=[O:29])[CH2:27][C:10]1([C:16]2[CH:21]=[CH:20][CH:19]=[CH:18][CH:17]=2)[C:11]2[C:6](=[CH:5][C:4]([O:3][CH3:2])=[C:13]([O:14][CH3:15])[CH:12]=2)[CH2:7][CH2:8][NH:9]1. The catalyst class is: 10. (6) Reactant: [OH:1][C:2]1[CH:19]=[CH:18][C:5]2[CH2:6][CH2:7][N:8]([C:11]([O:13][C:14]([CH3:17])([CH3:16])[CH3:15])=[O:12])[CH2:9][CH2:10][C:4]=2[CH:3]=1.C(=O)([O-])[O-].[K+].[K+].[I-].[K+].[CH2:28](Br)[C:29]1[CH:34]=[CH:33][CH:32]=[CH:31][CH:30]=1. Product: [C:29]1([CH2:28][O:1][C:2]2[CH:19]=[CH:18][C:5]3[CH2:6][CH2:7][N:8]([C:11]([O:13][C:14]([CH3:16])([CH3:15])[CH3:17])=[O:12])[CH2:9][CH2:10][C:4]=3[CH:3]=2)[CH:34]=[CH:33][CH:32]=[CH:31][CH:30]=1. The catalyst class is: 131. (7) Reactant: [NH2:1][C:2]1[C:7]([F:8])=[C:6]([Cl:9])[CH:5]=[CH:4][C:3]=1[C:10](=O)[CH2:11]Cl.[CH:14]1([Mg]Br)[CH2:16][CH2:15]1. Product: [Cl:9][C:6]1[C:7]([F:8])=[C:2]2[C:3]([CH:10]=[C:11]([CH:14]3[CH2:16][CH2:15]3)[NH:1]2)=[CH:4][CH:5]=1. The catalyst class is: 11.